From a dataset of HIV replication inhibition screening data with 41,000+ compounds from the AIDS Antiviral Screen. Binary Classification. Given a drug SMILES string, predict its activity (active/inactive) in a high-throughput screening assay against a specified biological target. (1) The molecule is O=C(OCC(Cl)(Cl)Cl)OC1CCCC1(c1ccccc1)c1ccccc1. The result is 0 (inactive). (2) The compound is Oc1on[n+](-c2ccccc2)c1C=NNc1ncnc2[nH]cnc12. The result is 1 (active). (3) The compound is CCOC(=O)C(=Cc1cccc(C#N)c1)C(=O)OCC. The result is 0 (inactive).